Dataset: NCI-60 drug combinations with 297,098 pairs across 59 cell lines. Task: Regression. Given two drug SMILES strings and cell line genomic features, predict the synergy score measuring deviation from expected non-interaction effect. (1) Cell line: KM12. Drug 2: CC1=C(C=C(C=C1)C(=O)NC2=CC(=CC(=C2)C(F)(F)F)N3C=C(N=C3)C)NC4=NC=CC(=N4)C5=CN=CC=C5. Drug 1: CCC1(CC2CC(C3=C(CCN(C2)C1)C4=CC=CC=C4N3)(C5=C(C=C6C(=C5)C78CCN9C7C(C=CC9)(C(C(C8N6C)(C(=O)OC)O)OC(=O)C)CC)OC)C(=O)OC)O.OS(=O)(=O)O. Synergy scores: CSS=-4.89, Synergy_ZIP=5.51, Synergy_Bliss=3.06, Synergy_Loewe=-3.55, Synergy_HSA=-3.69. (2) Drug 1: CC1=C(C=C(C=C1)C(=O)NC2=CC(=CC(=C2)C(F)(F)F)N3C=C(N=C3)C)NC4=NC=CC(=N4)C5=CN=CC=C5. Drug 2: CCC1(CC2CC(C3=C(CCN(C2)C1)C4=CC=CC=C4N3)(C5=C(C=C6C(=C5)C78CCN9C7C(C=CC9)(C(C(C8N6C)(C(=O)OC)O)OC(=O)C)CC)OC)C(=O)OC)O.OS(=O)(=O)O. Cell line: SR. Synergy scores: CSS=43.5, Synergy_ZIP=-4.02, Synergy_Bliss=-6.02, Synergy_Loewe=-44.6, Synergy_HSA=-5.30. (3) Drug 1: CC1=CC2C(CCC3(C2CCC3(C(=O)C)OC(=O)C)C)C4(C1=CC(=O)CC4)C. Drug 2: CS(=O)(=O)OCCCCOS(=O)(=O)C. Cell line: SW-620. Synergy scores: CSS=21.9, Synergy_ZIP=-1.63, Synergy_Bliss=4.94, Synergy_Loewe=1.33, Synergy_HSA=1.51. (4) Drug 1: CC12CCC3C(C1CCC2O)C(CC4=C3C=CC(=C4)O)CCCCCCCCCS(=O)CCCC(C(F)(F)F)(F)F. Drug 2: COC1=C2C(=CC3=C1OC=C3)C=CC(=O)O2. Cell line: OVCAR-5. Synergy scores: CSS=4.07, Synergy_ZIP=0.0300, Synergy_Bliss=3.07, Synergy_Loewe=0.128, Synergy_HSA=0.711. (5) Drug 1: CC1=CC=C(C=C1)C2=CC(=NN2C3=CC=C(C=C3)S(=O)(=O)N)C(F)(F)F. Drug 2: CS(=O)(=O)OCCCCOS(=O)(=O)C. Cell line: COLO 205. Synergy scores: CSS=25.0, Synergy_ZIP=-6.75, Synergy_Bliss=-5.21, Synergy_Loewe=3.13, Synergy_HSA=-0.0598. (6) Drug 1: C1CC(C1)(C(=O)O)C(=O)O.[NH2-].[NH2-].[Pt+2]. Drug 2: CC=C1C(=O)NC(C(=O)OC2CC(=O)NC(C(=O)NC(CSSCCC=C2)C(=O)N1)C(C)C)C(C)C. Cell line: SK-MEL-28. Synergy scores: CSS=30.0, Synergy_ZIP=3.30, Synergy_Bliss=5.77, Synergy_Loewe=-40.8, Synergy_HSA=1.65.